From a dataset of Full USPTO retrosynthesis dataset with 1.9M reactions from patents (1976-2016). Predict the reactants needed to synthesize the given product. (1) Given the product [Cl:1][C:2]1[CH:3]=[C:4]([N:9]2[C:13](=[O:14])[C:12](=[O:15])[NH:11][C:10]2=[N:16][C:17]([NH:19][CH:20]([CH3:22])[CH3:21])=[N:18][C:24]([O:26][CH2:27][CH2:28][CH:29]=[CH2:30])=[O:25])[CH:5]=[CH:6][C:7]=1[Cl:8], predict the reactants needed to synthesize it. The reactants are: [Cl:1][C:2]1[CH:3]=[C:4]([N:9]2[C:13](=[O:14])[C:12](=[O:15])[N:11]=[C:10]2[NH:16][C:17]([NH:19][CH:20]([CH3:22])[CH3:21])=[NH:18])[CH:5]=[CH:6][C:7]=1[Cl:8].Cl[C:24]([O:26][CH:27]=[CH:28][CH2:29][CH3:30])=[O:25]. (2) Given the product [Br:1][C:2]1[CH:3]=[C:4]2[C:5]([CH2:8][CH2:9][C:10]2=[O:12])=[CH:6][CH:7]=1, predict the reactants needed to synthesize it. The reactants are: [Br:1][C:2]1[CH:7]=[CH:6][C:5]([CH2:8][CH2:9][C:10]([OH:12])=O)=[CH:4][CH:3]=1.[Al+3].[Cl-].[Cl-].[Cl-]. (3) Given the product [CH3:34][O:33][C:31]1[N:30]=[C:29]([C:35]2[CH:36]=[CH:37][CH:38]=[CH:39][CH:40]=2)[N:28]=[C:27]([O:26][CH:11]2[CH2:10][CH:9]3[CH:13]([C:14](=[O:25])[N:15]([CH3:24])[CH2:16][CH2:17][CH2:18][CH2:19][CH:20]=[CH:21][CH:22]4[C:6]([C:4]([OH:5])=[O:3])([NH:7][C:8]3=[O:41])[CH2:23]4)[CH2:12]2)[CH:32]=1, predict the reactants needed to synthesize it. The reactants are: C([O:3][C:4]([C:6]12[CH2:23][CH:22]1[CH:21]=[CH:20][CH2:19][CH2:18][CH2:17][CH2:16][N:15]([CH3:24])[C:14](=[O:25])[CH:13]1[CH:9]([CH2:10][CH:11]([O:26][C:27]3[CH:32]=[C:31]([O:33][CH3:34])[N:30]=[C:29]([C:35]4[CH:40]=[CH:39][CH:38]=[CH:37][CH:36]=4)[N:28]=3)[CH2:12]1)[C:8](=[O:41])[NH:7]2)=[O:5])C.CO.[Li+].[OH-].C(O)(=O)CC(CC(O)=O)(C(O)=O)O.